This data is from Peptide-MHC class II binding affinity with 134,281 pairs from IEDB. The task is: Regression. Given a peptide amino acid sequence and an MHC pseudo amino acid sequence, predict their binding affinity value. This is MHC class II binding data. (1) The peptide sequence is IPFVHLGHRDALEDD. The MHC is DRB4_0101 with pseudo-sequence DRB4_0103. The binding affinity (normalized) is 0. (2) The binding affinity (normalized) is 0. The MHC is DRB1_0301 with pseudo-sequence DRB1_0301. The peptide sequence is GLNITGVTCGPGHGI.